Dataset: Forward reaction prediction with 1.9M reactions from USPTO patents (1976-2016). Task: Predict the product of the given reaction. Given the reactants C(OC([N:8]1[CH2:13][CH2:12][C:11]([CH2:15][N:16]2[CH2:21][CH2:20][N:19]([S:22]([C:25]3[CH2:26][O:27][C:28]4[CH:34]=[C:33]([Cl:35])[CH:32]=[CH:31][C:29]=4[CH:30]=3)(=[O:24])=[O:23])[CH2:18][C:17]2=[O:36])([OH:14])[CH2:10][CH2:9]1)=O)(C)(C)C.Cl, predict the reaction product. The product is: [Cl:35][C:33]1[CH:32]=[CH:31][C:29]2[CH:30]=[C:25]([S:22]([N:19]3[CH2:20][CH2:21][N:16]([CH2:15][C:11]4([OH:14])[CH2:12][CH2:13][N:8]([C:11]5[CH:12]=[CH:13][N:8]=[CH:9][CH:10]=5)[CH2:9][CH2:10]4)[C:17](=[O:36])[CH2:18]3)(=[O:23])=[O:24])[CH2:26][O:27][C:28]=2[CH:34]=1.